From a dataset of Full USPTO retrosynthesis dataset with 1.9M reactions from patents (1976-2016). Predict the reactants needed to synthesize the given product. (1) Given the product [OH:3][CH2:4][CH:6]([C:19]#[C:20][C:21]1[CH:22]=[CH:23][CH:24]=[CH:25][CH:26]=1)[CH2:7][NH:8][C:9]1[C:18]2[C:13](=[CH:14][CH:15]=[CH:16][CH:17]=2)[N:12]=[CH:11][N:10]=1, predict the reactants needed to synthesize it. The reactants are: C([O:3][C:4]([CH:6]([C:19]#[C:20][C:21]1[CH:26]=[CH:25][CH:24]=[CH:23][CH:22]=1)[CH2:7][NH:8][C:9]1[C:18]2[C:13](=[CH:14][CH:15]=[CH:16][CH:17]=2)[N:12]=[CH:11][N:10]=1)=O)C.CN([BH3-])C.[Li+].Cl.O.C(=O)(O)[O-].[Na+]. (2) Given the product [F:27][C:17]1[CH:18]=[C:19]([N:22]2[CH:26]=[CH:25][CH:24]=[N:23]2)[CH:20]=[CH:21][C:16]=1[N:9]1[CH:10]=[C:11]([O:14][CH3:15])[C:12](=[O:13])[C:7]([C:5]2[N:35]([C:29]3[CH:34]=[CH:33][CH:32]=[CH:31][CH:30]=3)[N:2]=[CH:3][CH:4]=2)=[N:8]1, predict the reactants needed to synthesize it. The reactants are: C[N:2](C)[CH:3]=[CH:4][C:5]([C:7]1[C:12](=[O:13])[C:11]([O:14][CH3:15])=[CH:10][N:9]([C:16]2[CH:21]=[CH:20][C:19]([N:22]3[CH:26]=[CH:25][CH:24]=[N:23]3)=[CH:18][C:17]=2[F:27])[N:8]=1)=O.[C:29]1([NH:35]N)[CH:34]=[CH:33][CH:32]=[CH:31][CH:30]=1.Cl. (3) The reactants are: [NH2:1][C:2]1[N:3]=[CH:4][C:5]2[C:10]([CH:11]=1)=[CH:9][CH:8]=[C:7]([C:12]1[CH:13]=[C:14]([CH:18]=[CH:19][C:20]=1[CH3:21])[C:15](O)=[O:16])[CH:6]=2.[CH:22]1([NH2:26])[CH2:25][CH2:24][CH2:23]1.F[P-](F)(F)(F)(F)F.N1(O[P+](N2CCCC2)(N2CCCC2)N2CCCC2)C2N=CC=CC=2N=N1.C(N(CC)C(C)C)(C)C.CN(C)C=O. Given the product [NH2:1][C:2]1[N:3]=[CH:4][C:5]2[C:10]([CH:11]=1)=[CH:9][CH:8]=[C:7]([C:12]1[CH:13]=[C:14]([CH:18]=[CH:19][C:20]=1[CH3:21])[C:15]([NH:26][CH:22]1[CH2:25][CH2:24][CH2:23]1)=[O:16])[CH:6]=2, predict the reactants needed to synthesize it. (4) Given the product [C:43]([N:46]1[CH2:51][CH2:50][N:49]([CH2:15][CH2:16][O:17][C:18]2[CH:23]=[CH:22][C:21]([CH:24]3[CH2:25][CH2:26][N:27]([C:30]4[CH:31]=[CH:32][C:33]5[N:34]([C:36]([C:39]([F:41])([F:40])[F:42])=[N:37][N:38]=5)[N:35]=4)[CH2:28][CH2:29]3)=[CH:20][CH:19]=2)[CH2:48][CH2:47]1)(=[O:45])[CH3:44], predict the reactants needed to synthesize it. The reactants are: CCN(C(C)C)C(C)C.CS(O[CH2:15][CH2:16][O:17][C:18]1[CH:23]=[CH:22][C:21]([CH:24]2[CH2:29][CH2:28][N:27]([C:30]3[CH:31]=[CH:32][C:33]4[N:34]([C:36]([C:39]([F:42])([F:41])[F:40])=[N:37][N:38]=4)[N:35]=3)[CH2:26][CH2:25]2)=[CH:20][CH:19]=1)(=O)=O.[C:43]([N:46]1[CH2:51][CH2:50][NH:49][CH2:48][CH2:47]1)(=[O:45])[CH3:44].[OH-].[Na+]. (5) Given the product [Br:36][CH2:21][C:9]1[C:10]([C:11]2[CH:12]=[CH:13][C:14]([S:17](=[O:20])(=[O:19])[NH2:18])=[CH:15][CH:16]=2)=[C:6]([C:4]([O:3][CH2:1][CH3:2])=[O:5])[S:7][C:8]=1[C:22]1[CH:23]=[CH:24][C:25]([Cl:28])=[CH:26][CH:27]=1, predict the reactants needed to synthesize it. The reactants are: [CH2:1]([O:3][C:4]([C:6]1[S:7][C:8]([C:22]2[CH:27]=[CH:26][C:25]([Cl:28])=[CH:24][CH:23]=2)=[C:9]([CH3:21])[C:10]=1[C:11]1[CH:16]=[CH:15][C:14]([S:17](=[O:20])(=[O:19])[NH2:18])=[CH:13][CH:12]=1)=[O:5])[CH3:2].C1C(=O)N([Br:36])C(=O)C1.CC(N=NC(C#N)(C)C)(C#N)C. (6) Given the product [Br:5][C:6]1[CH:19]=[C:18]([O:20][CH3:21])[CH:17]=[CH:16][C:7]=1[C:8]([OH:9])=[O:3], predict the reactants needed to synthesize it. The reactants are: BrBr.[OH-:3].[Na+].[Br:5][C:6]1[CH:19]=[C:18]([O:20][CH3:21])[CH:17]=[CH:16][C:7]=1[C:8](C1C=CC=CC=1)=[O:9]. (7) Given the product [Br:1][C:2]1[CH:10]=[CH:9][C:5]([C:6]([O:8][CH3:19])=[O:7])=[C:4]([N+:11]([O-:13])=[O:12])[CH:3]=1, predict the reactants needed to synthesize it. The reactants are: [Br:1][C:2]1[CH:10]=[CH:9][C:5]([C:6]([OH:8])=[O:7])=[C:4]([N+:11]([O-:13])=[O:12])[CH:3]=1.S(=O)(=O)(O)O.[CH3:19]O.